From a dataset of Catalyst prediction with 721,799 reactions and 888 catalyst types from USPTO. Predict which catalyst facilitates the given reaction. (1) Reactant: CO[N:3]1[C:11]2[C:6](=[CH:7][CH:8]=[C:9]([CH2:12][CH2:13][CH3:14])[CH:10]=2)[CH2:5][C:4]1=[O:15]. Product: [CH2:12]([C:9]1[CH:10]=[C:11]2[C:6]([CH2:5][C:4](=[O:15])[NH:3]2)=[CH:7][CH:8]=1)[CH2:13][CH3:14]. The catalyst class is: 19. (2) Reactant: C([C:4]1[CH:5]=[N:6][N:7]([C:10]2[CH:15]=[C:14]([C:16]([OH:18])=[O:17])[CH:13]=[CH:12][N:11]=2)[C:8]=1[OH:9])(O)=O. Product: [OH:9][C:8]1[N:7]([C:10]2[CH:15]=[C:14]([CH:13]=[CH:12][N:11]=2)[C:16]([OH:18])=[O:17])[N:6]=[CH:5][CH:4]=1. The catalyst class is: 33. (3) Reactant: [CH2:1](Cl)[CH:2]=[CH:3][C:4]1[CH:9]=[CH:8][CH:7]=[CH:6][CH:5]=1.[Br:11][C:12]1[C:13]([CH3:19])=[C:14]([CH:16]=[CH:17][CH:18]=1)[NH2:15].C(=O)(O)[O-:21].[Na+]. Product: [Br:11][C:12]1[C:13]([CH3:19])=[C:14]([NH:15][C:1](=[O:21])[CH:2]=[CH:3][C:4]2[CH:9]=[CH:8][CH:7]=[CH:6][CH:5]=2)[CH:16]=[CH:17][CH:18]=1. The catalyst class is: 13.